This data is from Forward reaction prediction with 1.9M reactions from USPTO patents (1976-2016). The task is: Predict the product of the given reaction. (1) The product is: [Br:1][C:2]1[CH:10]=[CH:9][C:5]([C:6]2[O:8][C:22]([CH2:21][CH3:20])=[CH:23][N:25]=2)=[CH:4][C:3]=1[F:11]. Given the reactants [Br:1][C:2]1[CH:10]=[CH:9][C:5]([C:6]([OH:8])=O)=[CH:4][C:3]=1[F:11].C(Cl)(C(Cl)=O)=O.BrC1C=C[C:22]([C:23]([NH2:25])=O)=[CH:21][C:20]=1F.BrCC(=O)CC, predict the reaction product. (2) Given the reactants BrBr.[CH3:3][C:4]1([CH3:18])[CH2:7][C:6]([O:8][Si](C)(C)C)=[C:5]1[O:13][Si](C)(C)C.[OH-:19].[Na+], predict the reaction product. The product is: [OH:8][C:6]1([C:5]([OH:13])=[O:19])[CH2:7][C:4]1([CH3:3])[CH3:18]. (3) Given the reactants [CH2:1]([O:3][C:4](=[O:20])[CH:5]([O:17][CH2:18][CH3:19])[CH2:6][C:7]1[CH:8]=[C:9]2[C:13](=[CH:14][CH:15]=1)[NH:12][CH:11]=[C:10]2[CH3:16])[CH3:2].Cl[CH2:22][C:23]1[N:24]=[C:25]([C:29]2[CH:34]=[CH:33][C:32]([C:35]([F:38])([F:37])[F:36])=[CH:31][CH:30]=2)[O:26][C:27]=1[CH3:28], predict the reaction product. The product is: [CH2:1]([O:3][C:4](=[O:20])[CH:5]([O:17][CH2:18][CH3:19])[CH2:6][C:7]1[CH:8]=[C:9]2[C:13](=[CH:14][CH:15]=1)[N:12]([CH2:22][C:23]1[N:24]=[C:25]([C:29]3[CH:30]=[CH:31][C:32]([C:35]([F:38])([F:37])[F:36])=[CH:33][CH:34]=3)[O:26][C:27]=1[CH3:28])[CH:11]=[C:10]2[CH3:16])[CH3:2]. (4) Given the reactants [CH3:1][C:2]1([CH3:31])[CH2:7][CH:6]([C:8]2[C:16]3[C:11](=[C:12]([C:26]([NH2:28])=[O:27])[CH:13]=[C:14](B4OC(C)(C)C(C)(C)O4)[CH:15]=3)[NH:10][CH:9]=2)[CH2:5][CH2:4][S:3]1(=[O:30])=[O:29].Br[C:33]1[S:37][C:36]([CH2:38][N:39]2[CH2:43][CH2:42][CH2:41][CH2:40]2)=[CH:35][CH:34]=1.C(=O)([O-])[O-].[K+].[K+], predict the reaction product. The product is: [CH3:31][C:2]1([CH3:1])[CH2:7][CH:6]([C:8]2[C:16]3[C:11](=[C:12]([C:26]([NH2:28])=[O:27])[CH:13]=[C:14]([C:33]4[S:37][C:36]([CH2:38][N:39]5[CH2:43][CH2:42][CH2:41][CH2:40]5)=[CH:35][CH:34]=4)[CH:15]=3)[NH:10][CH:9]=2)[CH2:5][CH2:4][S:3]1(=[O:29])=[O:30]. (5) Given the reactants [CH3:1][O:2][C:3]1[CH:8]=[CH:7][C:6]([C:9]2[O:13][N:12]=[C:11]([CH2:14][S:15]([C:18]3[CH:49]=[CH:48][C:21]([CH2:22][CH2:23][NH:24][CH2:25][C@H:26]([OH:47])[CH2:27][O:28][C:29]4[CH:34]=[CH:33][C:32]([O:35][Si](C(C)C)(C(C)C)C(C)C)=[C:31]([CH3:46])[CH:30]=4)=[CH:20][CH:19]=3)(=[O:17])=[O:16])[N:10]=2)=[CH:5][CH:4]=1.CCCC[N+](CCCC)(CCCC)CCCC.[F-], predict the reaction product. The product is: [OH:47][C@@H:26]([CH2:25][NH:24][CH2:23][CH2:22][C:21]1[CH:20]=[CH:19][C:18]([S:15]([CH2:14][C:11]2[N:10]=[C:9]([C:6]3[CH:5]=[CH:4][C:3]([O:2][CH3:1])=[CH:8][CH:7]=3)[O:13][N:12]=2)(=[O:17])=[O:16])=[CH:49][CH:48]=1)[CH2:27][O:28][C:29]1[CH:34]=[CH:33][C:32]([OH:35])=[C:31]([CH3:46])[CH:30]=1. (6) The product is: [OH:8][C@@H:9]1[C@@:42]2([CH3:43])[C:13](=[CH:14][CH:15]=[C:16]3[C@@H:41]2[CH2:40][CH2:39][C@@:38]2([CH3:44])[C@H:17]3[CH2:18][CH:19]=[C:20]2[C@H:21]([O:23][CH2:24][C:25]#[C:26][C:27]([OH:29])([CH3:28])[CH3:37])[CH3:22])[CH2:12][C@@H:11]([OH:45])[CH2:10]1. Given the reactants [Si]([O:8][C@@H:9]1[C@@:42]2([CH3:43])[C:13](=[CH:14][CH:15]=[C:16]3[C@@H:41]2[CH2:40][CH2:39][C@@:38]2([CH3:44])[C@H:17]3[CH2:18][CH:19]=[C:20]2[C@H:21]([O:23][CH2:24][C:25]#[C:26][C:27]([CH3:37])([O:29][Si](CC)(CC)CC)[CH3:28])[CH3:22])[CH2:12][C@@H:11]([O:45][Si](C(C)(C)C)(C)C)[CH2:10]1)(C(C)(C)C)(C)C.[F-].C([N+](CCCC)(CCCC)CCCC)CCC, predict the reaction product. (7) Given the reactants [NH2:1][C:2]1[CH:3]=[CH:4][C:5]([N:8]2[CH2:13][CH2:12][N:11]([C:14]([O:16][C:17]([CH3:20])([CH3:19])[CH3:18])=[O:15])[CH2:10][CH2:9]2)=[N:6][CH:7]=1.Br[C:22]1[C:23](=[O:30])[N:24]([CH3:29])[CH:25]=[C:26]([Br:28])[N:27]=1.C(N(C(C)C)C(C)C)C, predict the reaction product. The product is: [Br:28][C:26]1[N:27]=[C:22]([NH:1][C:2]2[CH:3]=[CH:4][C:5]([N:8]3[CH2:13][CH2:12][N:11]([C:14]([O:16][C:17]([CH3:20])([CH3:19])[CH3:18])=[O:15])[CH2:10][CH2:9]3)=[N:6][CH:7]=2)[C:23](=[O:30])[N:24]([CH3:29])[CH:25]=1. (8) Given the reactants [F:1][C:2]([F:18])([F:17])[C:3]1[CH:8]=[CH:7][CH:6]=[CH:5][C:4]=1[C:9]1[CH:14]=[CH:13][C:12]([CH:15]=[O:16])=[CH:11][CH:10]=1.[O-:19][Mn](=O)(=O)=O.[K+], predict the reaction product. The product is: [F:1][C:2]([F:17])([F:18])[C:3]1[CH:8]=[CH:7][CH:6]=[CH:5][C:4]=1[C:9]1[CH:14]=[CH:13][C:12]([C:15]([OH:19])=[O:16])=[CH:11][CH:10]=1. (9) Given the reactants C(O[C:4](=[O:13])[C:5]1[CH:10]=[C:9]([F:11])[CH:8]=[CH:7][C:6]=1[SH:12])C.C[O-].[Na+].[CH3:17][O:18][C:19](=[O:28])[C:20]([NH:23][C:24](=[O:27])[CH2:25]Cl)([CH3:22])[CH3:21], predict the reaction product. The product is: [CH3:17][O:18][C:19](=[O:28])[C:20]([NH:23][C:24]([C:25]1[S:12][C:6]2[CH:7]=[CH:8][C:9]([F:11])=[CH:10][C:5]=2[C:4]=1[OH:13])=[O:27])([CH3:22])[CH3:21].